This data is from Reaction yield outcomes from USPTO patents with 853,638 reactions. The task is: Predict the reaction yield, written as a fraction of the theoretical maximum amount of product (1.0 means a 100% yield; for example, 0.34 means a 34% yield). (1) The reactants are [CH2:1]([N:8]1[CH2:14][CH:13]2[NH:15][CH:10]([CH2:11][CH2:12]2)[CH2:9]1)[C:2]1[CH:7]=[CH:6][CH:5]=[CH:4][CH:3]=1.[CH3:16][C:17]([O:20][C:21](O[C:21]([O:20][C:17]([CH3:19])([CH3:18])[CH3:16])=[O:22])=[O:22])([CH3:19])[CH3:18].C([O-])(O)=O.[Na+]. The catalyst is C(Cl)Cl. The product is [CH2:1]([N:8]1[CH2:14][CH:13]2[N:15]([C:21]([O:20][C:17]([CH3:19])([CH3:18])[CH3:16])=[O:22])[CH:10]([CH2:11][CH2:12]2)[CH2:9]1)[C:2]1[CH:3]=[CH:4][CH:5]=[CH:6][CH:7]=1. The yield is 0.650. (2) The reactants are [CH:1](O)=[O:2].C(OC(=O)C)(=O)C.[OH:11][NH:12][CH:13]([CH2:36][CH2:37][CH2:38][C:39]1[N:44]=[CH:43][CH:42]=[CH:41][N:40]=1)[CH2:14][S:15]([N:18]1[CH2:23][CH2:22][N:21]([C:24]2[N:29]=[CH:28][C:27]([O:30][CH2:31][C:32]([F:35])([F:34])[F:33])=[CH:26][N:25]=2)[CH2:20][CH2:19]1)(=[O:17])=[O:16]. The catalyst is C1COCC1. The product is [OH:11][N:12]([C@H:13]([CH2:14][S:15]([N:18]1[CH2:23][CH2:22][N:21]([C:24]2[N:29]=[CH:28][C:27]([O:30][CH2:31][C:32]([F:33])([F:34])[F:35])=[CH:26][N:25]=2)[CH2:20][CH2:19]1)(=[O:17])=[O:16])[CH2:36][CH2:37][CH2:38][C:39]1[N:44]=[CH:43][CH:42]=[CH:41][N:40]=1)[CH:1]=[O:2]. The yield is 0.710. (3) The reactants are [OH:1][CH:2]1[CH2:7][CH2:6][NH:5][CH2:4][CH2:3]1.Cl[C:9]1[N:14]=[C:13]([C:15]([NH:17][C:18]2[C:27]([CH3:28])=[CH:26][C:21]([C:22]([O:24]C)=[O:23])=[CH:20][C:19]=2[CH3:29])=[O:16])[C:12]([CH3:30])=[CH:11][CH:10]=1.O. The catalyst is CN1CCCC1=O. The product is [OH:1][CH:2]1[CH2:7][CH2:6][N:5]([C:9]2[N:14]=[C:13]([C:15]([NH:17][C:18]3[C:19]([CH3:29])=[CH:20][C:21]([C:22]([OH:24])=[O:23])=[CH:26][C:27]=3[CH3:28])=[O:16])[C:12]([CH3:30])=[CH:11][CH:10]=2)[CH2:4][CH2:3]1. The yield is 0.640. (4) The reactants are [NH:1]1[C:9]2[C:4](=[CH:5][CH:6]=[CH:7][CH:8]=2)[C:3]([CH2:10][C@@H:11]([NH:15][S:16]([C:19]2[S:20][C:21]([C:24]#[C:25][Si](C)(C)C)=[CH:22][CH:23]=2)(=[O:18])=[O:17])[C:12]([OH:14])=[O:13])=[CH:2]1.C([O-])([O-])=O.[K+].[K+]. The catalyst is ClCCl.CO. The product is [C:24]([C:21]1[S:20][C:19]([S:16]([NH:15][C@H:11]([CH2:10][C:3]2[C:4]3[C:9](=[CH:8][CH:7]=[CH:6][CH:5]=3)[NH:1][CH:2]=2)[C:12]([OH:14])=[O:13])(=[O:18])=[O:17])=[CH:23][CH:22]=1)#[CH:25]. The yield is 0.490. (5) The reactants are Cl[C:2]1[CH:11]=[C:10]([C:12]#[N:13])[C:5]([C:6]([O:8][CH3:9])=[O:7])=[C:4]([C:14]2[CH:15]=[N:16][N:17]([CH3:19])[CH:18]=2)[N:3]=1.[NH2:20][C@@H:21]1[CH2:26][CH2:25][CH2:24][CH2:23][C@@H:22]1[NH:27][C:28](=[O:34])[O:29][C:30]([CH3:33])([CH3:32])[CH3:31].O.CCOC(C)=O. The catalyst is CC(N(C)C)=O. The product is [C:30]([O:29][C:28]([NH:27][C@H:22]1[CH2:23][CH2:24][CH2:25][CH2:26][C@H:21]1[NH:20][C:2]1[CH:11]=[C:10]([C:12]#[N:13])[C:5]([C:6]([O:8][CH3:9])=[O:7])=[C:4]([C:14]2[CH:15]=[N:16][N:17]([CH3:19])[CH:18]=2)[N:3]=1)=[O:34])([CH3:33])([CH3:31])[CH3:32]. The yield is 0.393. (6) The reactants are [NH2:1][C:2]1[CH:3]=[CH:4][C:5]([C:9]2[O:13][N:12]=[C:11]([C:14]3[C:19]([CH3:20])=[CH:18][CH:17]=[CH:16][N:15]=3)[N:10]=2)=[C:6]([OH:8])[CH:7]=1.[C:21](OC(=O)C)(=[O:23])[CH3:22].C(N(C(C)C)CC)(C)C. The catalyst is CN(C)C=O. The product is [OH:8][C:6]1[CH:7]=[C:2]([NH:1][C:21](=[O:23])[CH3:22])[CH:3]=[CH:4][C:5]=1[C:9]1[O:13][N:12]=[C:11]([C:14]2[C:19]([CH3:20])=[CH:18][CH:17]=[CH:16][N:15]=2)[N:10]=1. The yield is 0.280. (7) The reactants are CC(C)([O-])C.[K+].[Si:7]([O:14][C@@H:15]1[C@H:19]([CH2:20][O:21][Si:22]([C:25]([CH3:28])([CH3:27])[CH3:26])([CH3:24])[CH3:23])[CH2:18][C@@H:17]([O:29][C:30]2[CH:35]=[CH:34][N:33]=[C:32](Cl)[CH:31]=2)[CH2:16]1)([C:10]([CH3:13])([CH3:12])[CH3:11])([CH3:9])[CH3:8].[NH2:37][C@@H:38]1[C:46]2[C:41](=[CH:42][CH:43]=[CH:44][CH:45]=2)[CH2:40][CH2:39]1. The catalyst is COCCOC.CCOC(C)=O. The product is [Si:7]([O:14][C@@H:15]1[C@H:19]([CH2:20][O:21][Si:22]([C:25]([CH3:28])([CH3:27])[CH3:26])([CH3:24])[CH3:23])[CH2:18][C@@H:17]([O:29][C:30]2[CH:35]=[CH:34][N:33]=[C:32]([NH:37][C@@H:38]3[C:46]4[C:41](=[CH:42][CH:43]=[CH:44][CH:45]=4)[CH2:40][CH2:39]3)[CH:31]=2)[CH2:16]1)([C:10]([CH3:13])([CH3:12])[CH3:11])([CH3:9])[CH3:8]. The yield is 0.950. (8) The reactants are [CH2:1]([N:3]1[CH2:8][CH2:7][N:6]([C:9]2[CH:14]=[CH:13][C:12]([NH:15][C:16]3[N:21]=[CH:20][C:19]([CH2:22][CH2:23][C:24]4[CH:25]=[C:26]([CH:31]=[C:32]([O:34][CH3:35])[CH:33]=4)[C:27]([O:29]C)=[O:28])=[CH:18][N:17]=3)=[CH:11][CH:10]=2)[CH2:5][CH2:4]1)[CH3:2].[Li+].[OH-]. The catalyst is C1COCC1. The product is [CH2:1]([N:3]1[CH2:8][CH2:7][N:6]([C:9]2[CH:14]=[CH:13][C:12]([NH:15][C:16]3[N:17]=[CH:18][C:19]([CH2:22][CH2:23][C:24]4[CH:25]=[C:26]([CH:31]=[C:32]([O:34][CH3:35])[CH:33]=4)[C:27]([OH:29])=[O:28])=[CH:20][N:21]=3)=[CH:11][CH:10]=2)[CH2:5][CH2:4]1)[CH3:2]. The yield is 0.762.